From a dataset of Full USPTO retrosynthesis dataset with 1.9M reactions from patents (1976-2016). Predict the reactants needed to synthesize the given product. (1) Given the product [C:1]([O:5][C:6]([N:8]1[CH2:13][CH2:12][CH:11]([C:14]2[CH:19]=[CH:18][N:17]=[C:16]([C:20](=[O:36])[N:21]([CH2:29][C:30]3[CH:35]=[CH:34][CH:33]=[CH:32][CH:31]=3)[OH:22])[CH:15]=2)[CH2:10][CH2:9]1)=[O:7])([CH3:4])([CH3:2])[CH3:3], predict the reactants needed to synthesize it. The reactants are: [C:1]([O:5][C:6]([N:8]1[CH2:13][CH2:12][CH:11]([C:14]2[CH:19]=[CH:18][N:17]=[C:16]([C:20](=[O:36])[N:21]([CH2:29][C:30]3[CH:35]=[CH:34][CH:33]=[CH:32][CH:31]=3)[O:22]C3CCCCO3)[CH:15]=2)[CH2:10][CH2:9]1)=[O:7])([CH3:4])([CH3:3])[CH3:2].C1(C)C=CC(S([O-])(=O)=O)=CC=1.[NH+]1C=CC=CC=1. (2) Given the product [OH:28][NH:27][C:1]([C:3]1[CH:4]=[C:5]([N:9]2[C:36](=[O:37])[CH2:14][C:13](=[O:17])[NH:12][C:11]3[C:18]4[C:23]([CH:24]=[CH:25][C:10]2=3)=[CH:22][CH:21]=[CH:20][CH:19]=4)[CH:6]=[CH:7][CH:8]=1)=[NH:2], predict the reactants needed to synthesize it. The reactants are: [C:1]([C:3]1[CH:4]=[C:5]([N:9]2C(=O)[CH2:14][C:13](=[O:17])[NH:12][C:11]3[C:18]4[C:23]([CH:24]=[CH:25][C:10]2=3)=[CH:22][CH:21]=[CH:20][CH:19]=4)[CH:6]=[CH:7][CH:8]=1)#[N:2].Cl.[NH2:27][OH:28].C(N(CC)CC)C.[CH3:36][OH:37]. (3) Given the product [Cl:3][C:4]1[CH:5]=[C:6]([CH2:7][C:9]2[CH:14]=[CH:13][CH:12]=[CH:11][CH:10]=2)[CH:15]=[CH:16][C:17]=1[N+:18]([O-:20])=[O:19], predict the reactants needed to synthesize it. The reactants are: [BH4-].[Na+].[Cl:3][C:4]1[CH:5]=[C:6]([CH:15]=[CH:16][C:17]=1[N+:18]([O-:20])=[O:19])[C:7]([C:9]1[CH:14]=[CH:13][CH:12]=[CH:11][CH:10]=1)=O.C([SiH](CC)CC)C.C(=O)([O-])[O-].[Na+].[Na+]. (4) Given the product [OH:17][C@@H:12]1[CH2:13][CH2:14][CH2:15][CH2:16][C@H:11]1[N:8]1[CH2:9][CH2:10][C:5](=[O:4])[CH2:6][CH2:7]1, predict the reactants needed to synthesize it. The reactants are: O1[C:5]2([CH2:10][CH2:9][N:8]([C@@H:11]3[CH2:16][CH2:15][CH2:14][CH2:13][C@H:12]3[OH:17])[CH2:7][CH2:6]2)[O:4]CC1.Cl.O.[OH-].[Na+].